Predict the product of the given reaction. From a dataset of Forward reaction prediction with 1.9M reactions from USPTO patents (1976-2016). Given the reactants Br/[C:2](/[C:11]1[CH:16]=[CH:15][C:14]([C:17]([F:20])([F:19])[F:18])=[CH:13][CH:12]=1)=[CH:3]\[CH:4]=[CH:5]\[C:6]([O:8][CH2:9][CH3:10])=[O:7].C([Sn](CCCC)(CCCC)[C:26]([O:28][CH2:29][CH3:30])=[CH2:27])CCC.C(=O)([O-])O.[Na+], predict the reaction product. The product is: [CH2:29]([O:28][C:26](=[CH2:27])[C:2]([C:11]1[CH:16]=[CH:15][C:14]([C:17]([F:20])([F:19])[F:18])=[CH:13][CH:12]=1)=[CH:3]/[CH:4]=[CH:5]\[C:6]([O:8][CH2:9][CH3:10])=[O:7])[CH3:30].